This data is from Full USPTO retrosynthesis dataset with 1.9M reactions from patents (1976-2016). The task is: Predict the reactants needed to synthesize the given product. (1) Given the product [CH3:1][O:2][C:3]([C:5]1[S:6][C:7]([C:18]#[C:19][C:20]([CH3:23])([CH3:22])[CH3:21])=[CH:8][C:9]=1[N:10]([C:11]([O:13][C:14]([CH3:15])([CH3:16])[CH3:17])=[O:12])[NH2:24])=[O:4], predict the reactants needed to synthesize it. The reactants are: [CH3:1][O:2][C:3]([C:5]1[S:6][C:7]([C:18]#[C:19][C:20]([CH3:23])([CH3:22])[CH3:21])=[CH:8][C:9]=1[NH:10][C:11]([O:13][C:14]([CH3:17])([CH3:16])[CH3:15])=[O:12])=[O:4].[N+:24](C1C=CC(C(ON)=O)=CC=1)([O-])=O. (2) Given the product [CH3:1][O:2][C:3](=[O:29])[C:4]1[CH:9]=[C:8]([NH:10][C:11]2[CH:12]=[CH:13][C:14]([Cl:17])=[CH:15][CH:16]=2)[CH:7]=[CH:6][C:5]=1[C:18](=[O:28])[C:19]1[CH:24]=[CH:23][C:22]([NH2:25])=[CH:21][CH:20]=1, predict the reactants needed to synthesize it. The reactants are: [CH3:1][O:2][C:3](=[O:29])[C:4]1[CH:9]=[C:8]([NH:10][C:11]2[CH:16]=[CH:15][C:14]([Cl:17])=[CH:13][CH:12]=2)[CH:7]=[CH:6][C:5]=1[C:18](=[O:28])[C:19]1[CH:24]=[CH:23][C:22]([N+:25]([O-])=O)=[CH:21][CH:20]=1.O. (3) Given the product [C:11]([O:15][C:16](=[O:30])[NH:17][C@@H:18]1[CH2:23][CH2:22][CH2:21][CH2:20][C@:19]1([CH:28]=[O:29])[CH2:24][CH2:25][CH:26]=[O:27])([CH3:14])([CH3:12])[CH3:13], predict the reactants needed to synthesize it. The reactants are: CS(C)=O.C(Cl)(=O)C(Cl)=O.[C:11]([O:15][C:16](=[O:30])[NH:17][C@@H:18]1[CH2:23][CH2:22][CH2:21][CH2:20][C@:19]1([CH2:28][OH:29])[CH2:24][CH2:25][CH2:26][OH:27])([CH3:14])([CH3:13])[CH3:12].C(N(CC)CC)C. (4) Given the product [C:1]([O:5][C:6]([N:8]1[CH2:13][CH2:12][CH2:11]/[C:10](=[CH:14]\[CH2:15][OH:16])/[CH2:9]1)=[O:7])([CH3:4])([CH3:3])[CH3:2], predict the reactants needed to synthesize it. The reactants are: [C:1]([O:5][C:6]([N:8]1[CH2:13][CH2:12][CH2:11]/[C:10](=[CH:14]\[C:15](OCC)=[O:16])/[CH2:9]1)=[O:7])([CH3:4])([CH3:3])[CH3:2].[H-].C([Al+]CC(C)C)C(C)C. (5) Given the product [CH2:19]([O:21][C:22](=[O:39])[C@H:23]([CH2:31][C:32]1[CH:37]=[CH:36][CH:35]=[C:34]([O:38][CH2:2][C:3]2[CH:12]=[CH:11][C:10]3[C:5](=[CH:6][CH:7]=[CH:8][CH:9]=3)[CH:4]=2)[CH:33]=1)[NH:24][C:25](=[O:30])[C:26]([F:27])([F:28])[F:29])[CH3:20], predict the reactants needed to synthesize it. The reactants are: Br[CH2:2][C:3]1[CH:12]=[CH:11][C:10]2[C:5](=[CH:6][CH:7]=[CH:8][CH:9]=2)[CH:4]=1.C(=O)([O-])[O-].[K+].[K+].[CH2:19]([O:21][C:22](=[O:39])[C@H:23]([CH2:31][C:32]1[CH:37]=[CH:36][CH:35]=[C:34]([OH:38])[CH:33]=1)[NH:24][C:25](=[O:30])[C:26]([F:29])([F:28])[F:27])[CH3:20].